From a dataset of Full USPTO retrosynthesis dataset with 1.9M reactions from patents (1976-2016). Predict the reactants needed to synthesize the given product. (1) Given the product [OH:37][CH2:36][C:30]1[CH:29]=[C:28]([NH:27][CH:20]([C:21]2[CH:26]=[CH:25][CH:24]=[CH:23][CH:22]=2)[C:18]([C:11]2[C:12]3[C:17](=[CH:16][CH:15]=[CH:14][CH:13]=3)[N:9]([CH3:8])[N:10]=2)=[O:19])[CH:33]=[C:32]([O:34][CH3:35])[CH:31]=1, predict the reactants needed to synthesize it. The reactants are: C(N(CC)CC)C.[CH3:8][N:9]1[C:17]2[C:12](=[CH:13][CH:14]=[CH:15][CH:16]=2)[C:11]([CH:18]=[O:19])=[N:10]1.[CH:20](=[N:27][C:28]1[CH:29]=[C:30]([CH2:36][OH:37])[CH:31]=[C:32]([O:34][CH3:35])[CH:33]=1)[C:21]1[CH:26]=[CH:25][CH:24]=[CH:23][CH:22]=1. (2) Given the product [C:12]([CH:11]([C:5]1[CH:6]=[CH:7][CH:8]=[C:9]([F:10])[C:4]=1[F:3])[CH2:15][CH2:16][CH2:17][C:18]([O:20][CH2:21][CH3:22])=[O:19])#[N:13], predict the reactants needed to synthesize it. The reactants are: [H-].[Na+].[F:3][C:4]1[C:9]([F:10])=[CH:8][CH:7]=[CH:6][C:5]=1[CH2:11][C:12]#[N:13].Br[CH2:15][CH2:16][CH2:17][C:18]([O:20][CH2:21][CH3:22])=[O:19].O. (3) Given the product [ClH:1].[Cl:1][C:2]1[CH:7]=[C:6]([CH2:8][NH:9][C:10]([C@@H:12]2[CH2:13][C@@H:14]([F:25])[C@H:15]([CH3:24])[NH:16]2)=[O:11])[C:5]([C:26]([F:29])([F:27])[F:28])=[CH:4][N:3]=1, predict the reactants needed to synthesize it. The reactants are: [Cl:1][C:2]1[CH:7]=[C:6]([CH2:8][NH:9][C:10]([C@H:12]2[N:16](C(OC(C)(C)C)=O)[C@@H:15]([CH3:24])[C@H:14]([F:25])[CH2:13]2)=[O:11])[C:5]([C:26]([F:29])([F:28])[F:27])=[CH:4][N:3]=1.Cl. (4) Given the product [F:26][C:2]([F:1])([F:27])[CH2:3][N:4]1[CH2:9][CH2:8][C:7]2([C:17]3[C:12](=[CH:13][CH:14]=[CH:15][CH:16]=3)[N:11]([CH2:18][C:19]([OH:21])=[O:20])[CH2:10]2)[CH2:6][CH2:5]1, predict the reactants needed to synthesize it. The reactants are: [F:1][C:2]([F:27])([F:26])[CH2:3][N:4]1[CH2:9][CH2:8][C:7]2([C:17]3[C:12](=[CH:13][CH:14]=[CH:15][CH:16]=3)[N:11]([CH2:18][C:19]([O:21]C(C)(C)C)=[O:20])[CH2:10]2)[CH2:6][CH2:5]1. (5) Given the product [C:27]([N:24]1[CH2:25][CH2:26][CH:21]([CH2:20][N:12]2[C:11]3[CH:30]=[CH:31][C:8]([S:5]([CH:3]4[CH2:4][N:1]([C:37]([NH2:36])=[O:38])[CH2:2]4)(=[O:7])=[O:6])=[CH:9][C:10]=3[N:14]=[C:13]2[CH2:15][C:16]([CH3:19])([CH3:18])[CH3:17])[CH2:22][CH2:23]1)(=[O:29])[CH3:28], predict the reactants needed to synthesize it. The reactants are: [NH:1]1[CH2:4][CH:3]([S:5]([C:8]2[CH:31]=[CH:30][C:11]3[N:12]([CH2:20][CH:21]4[CH2:26][CH2:25][N:24]([C:27](=[O:29])[CH3:28])[CH2:23][CH2:22]4)[C:13]([CH2:15][C:16]([CH3:19])([CH3:18])[CH3:17])=[N:14][C:10]=3[CH:9]=2)(=[O:7])=[O:6])[CH2:2]1.C[Si]([N:36]=[C:37]=[O:38])(C)C. (6) The reactants are: [C:1]1([C:7]2[N:8]=[CH:9][NH:10][C:11]=2[C:12]2[CH:17]=[CH:16][CH:15]=[CH:14][CH:13]=2)[CH:6]=[CH:5][CH:4]=[CH:3][CH:2]=1.[C:18](Cl)([C:31]1[CH:36]=[CH:35][CH:34]=[CH:33][CH:32]=1)([C:25]1[CH:30]=[CH:29][CH:28]=[CH:27][CH:26]=1)[C:19]1[CH:24]=[CH:23][CH:22]=[CH:21][CH:20]=1. Given the product [C:1]1([C:7]2[N:8]=[CH:9][N:10]([C:18]([C:19]3[CH:24]=[CH:23][CH:22]=[CH:21][CH:20]=3)([C:31]3[CH:32]=[CH:33][CH:34]=[CH:35][CH:36]=3)[C:25]3[CH:26]=[CH:27][CH:28]=[CH:29][CH:30]=3)[C:11]=2[C:12]2[CH:13]=[CH:14][CH:15]=[CH:16][CH:17]=2)[CH:6]=[CH:5][CH:4]=[CH:3][CH:2]=1, predict the reactants needed to synthesize it. (7) Given the product [C:18]([O:17][C:15](=[O:16])[NH:14][C@H:4]([C:3](=[O:22])[CH2:24][Cl:23])[CH2:5][C@H:6]([CH3:13])[CH2:7][CH2:8][O:9][CH2:10][CH:11]=[CH2:12])([CH3:19])([CH3:20])[CH3:21], predict the reactants needed to synthesize it. The reactants are: CO[C:3](=[O:22])[C@@H:4]([NH:14][C:15]([O:17][C:18]([CH3:21])([CH3:20])[CH3:19])=[O:16])[CH2:5][C@H:6]([CH3:13])[CH2:7][CH2:8][O:9][CH2:10][CH:11]=[CH2:12].[Cl:23][CH2:24]I.[Li+].CC([N-]C(C)C)C.C(O)(=O)C.[Cl-].[Na+]. (8) The reactants are: [NH:1]1[C:5]2[CH:6]=[CH:7][C:8]([C:10]([OH:12])=O)=[CH:9][C:4]=2[N:3]=[CH:2]1.[CH2:13]([C:20]1[CH:33]=[CH:32][C:23]2[C@@H:24]3[C@H:29]([CH2:30][CH2:31][C:22]=2[CH:21]=1)[NH:28][CH2:27][CH2:26][CH2:25]3)[C:14]1[CH:19]=[CH:18][CH:17]=[CH:16][CH:15]=1.C1(CC2C=CC3[C@@H]4[C@H](CCC=3C=2)NCCC4)CCCCC1. Given the product [NH:1]1[C:5]2[CH:6]=[CH:7][C:8]([C:10]([N:28]3[C@@H:29]4[C@@H:24]([C:23]5[CH:32]=[CH:33][C:20]([CH2:13][CH:14]6[CH2:15][CH2:16][CH2:17][CH2:18][CH2:19]6)=[CH:21][C:22]=5[CH2:31][CH2:30]4)[CH2:25][CH2:26][CH2:27]3)=[O:12])=[CH:9][C:4]=2[N:3]=[CH:2]1, predict the reactants needed to synthesize it.